From a dataset of Catalyst prediction with 721,799 reactions and 888 catalyst types from USPTO. Predict which catalyst facilitates the given reaction. (1) Reactant: [CH2:1]([O:8][C:9]1[C:14]([CH:15]([C:17]2[CH:22]=[CH:21][C:20]([CH2:23][CH3:24])=[CH:19][CH:18]=2)[OH:16])=[CH:13][CH:12]=[C:11]([CH3:25])[N:10]=1)[C:2]1[CH:7]=[CH:6][CH:5]=[CH:4][CH:3]=1.[C:26](OC(=O)C)(=[O:28])[CH3:27].C(OCC)(=O)C. Product: [C:26]([O:16][CH:15]([C:14]1[C:9]([O:8][CH2:1][C:2]2[CH:3]=[CH:4][CH:5]=[CH:6][CH:7]=2)=[N:10][C:11]([CH3:25])=[CH:12][CH:13]=1)[C:17]1[CH:18]=[CH:19][C:20]([CH2:23][CH3:24])=[CH:21][CH:22]=1)(=[O:28])[CH3:27]. The catalyst class is: 537. (2) Reactant: [CH:1]([C:3]1[CH:18]=[CH:17][C:6]([O:7][C:8]2[N:13]=[N:12][C:11]([C:14]([NH2:16])=[O:15])=[CH:10][CH:9]=2)=[C:5]([O:19][CH3:20])[CH:4]=1)=O.[CH2:21]([NH2:26])[CH2:22][CH:23]([CH3:25])[CH3:24].[BH4-].[Na+]. Product: [CH3:20][O:19][C:5]1[CH:4]=[C:3]([CH2:1][NH:26][CH2:21][CH2:22][CH:23]([CH3:25])[CH3:24])[CH:18]=[CH:17][C:6]=1[O:7][C:8]1[N:13]=[N:12][C:11]([C:14]([NH2:16])=[O:15])=[CH:10][CH:9]=1. The catalyst class is: 5. (3) Reactant: [Br:1][C:2]1[C:7]([CH3:8])=[CH:6][C:5]([CH2:9][CH2:10][CH2:11][OH:12])=[CH:4][C:3]=1[CH3:13].C(N(CC)CC)C.[CH3:21][S:22](Cl)(=[O:24])=[O:23]. Product: [CH3:21][S:22]([O:12][CH2:11][CH2:10][CH2:9][C:5]1[CH:6]=[C:7]([CH3:8])[C:2]([Br:1])=[C:3]([CH3:13])[CH:4]=1)(=[O:24])=[O:23]. The catalyst class is: 4. (4) Reactant: O.[OH-].[Li+].C([O:6][C:7]([C:9]1[CH:13]=[C:12]([C:14]2[N:15]=[CH:16][N:17]([CH3:19])[CH:18]=2)[N:11]([C:20]2[CH:21]=[N:22][C:23]([O:26][CH3:27])=[CH:24][CH:25]=2)[N:10]=1)=[O:8])C.Cl.C(Cl)(Cl)Cl.CO. Product: [CH3:27][O:26][C:23]1[N:22]=[CH:21][C:20]([N:11]2[C:12]([C:14]3[N:15]=[CH:16][N:17]([CH3:19])[CH:18]=3)=[CH:13][C:9]([C:7]([OH:8])=[O:6])=[N:10]2)=[CH:25][CH:24]=1. The catalyst class is: 30.